This data is from Full USPTO retrosynthesis dataset with 1.9M reactions from patents (1976-2016). The task is: Predict the reactants needed to synthesize the given product. (1) Given the product [Br:1][C:2]1[CH:3]=[C:4]([CH:5]=[CH:6][CH:7]=1)[CH2:8][N:20]1[CH2:19][CH2:18][N:17]([C:23]([O:25][C:26]([CH3:29])([CH3:28])[CH3:27])=[O:24])[CH2:22][CH2:21]1, predict the reactants needed to synthesize it. The reactants are: [Br:1][C:2]1[CH:7]=[CH:6][CH:5]=[C:4]([CH2:8]Br)[CH:3]=1.C(N(CC)CC)C.[N:17]1([C:23]([O:25][C:26]([CH3:29])([CH3:28])[CH3:27])=[O:24])[CH2:22][CH2:21][NH:20][CH2:19][CH2:18]1. (2) Given the product [Cl:22][C:20]1[CH:19]=[CH:18][C:17]([O:23][CH3:24])=[C:16]([NH:15][S:12]([C:8]2[CH:7]=[CH:6][C:5]([O:25][CH3:26])=[C:4]3[C:9]=2[CH2:10][CH2:11][C@H:2]([NH:1][C:35](=[O:36])[O:37][CH2:38][CH3:39])[CH2:3]3)(=[O:14])=[O:13])[CH:21]=1, predict the reactants needed to synthesize it. The reactants are: [NH2:1][C@H:2]1[CH2:11][CH2:10][C:9]2[C:8]([S:12]([NH:15][C:16]3[CH:21]=[C:20]([Cl:22])[CH:19]=[CH:18][C:17]=3[O:23][CH3:24])(=[O:14])=[O:13])=[CH:7][CH:6]=[C:5]([O:25][CH3:26])[C:4]=2[CH2:3]1.C(N(CC)CC)C.Cl[C:35]([O:37][CH2:38][CH3:39])=[O:36]. (3) Given the product [F:27][C:25]1[CH:24]=[CH:23][C:19]([C:20]([NH:2][CH2:3][C:4]([O:6][CH2:7][CH3:8])=[O:5])=[O:21])=[C:18]([C:17]([F:16])([F:28])[F:29])[CH:26]=1, predict the reactants needed to synthesize it. The reactants are: Cl.[NH2:2][CH2:3][C:4]([O:6][CH2:7][CH3:8])=[O:5].C(N(CC)CC)C.[F:16][C:17]([F:29])([F:28])[C:18]1[CH:26]=[C:25]([F:27])[CH:24]=[CH:23][C:19]=1[C:20](Cl)=[O:21]. (4) Given the product [F:25][C:24]([F:27])([F:26])[C:23]1[CH:22]=[CH:21][C:3]2[CH2:4][CH:5]([C:8]([O:10][CH2:11][CH3:12])=[O:9])[CH2:6][CH2:7][C:2]=2[N:13]=1, predict the reactants needed to synthesize it. The reactants are: O=[C:2]1[CH2:7][CH2:6][CH:5]([C:8]([O:10][CH2:11][CH3:12])=[O:9])[CH2:4][CH2:3]1.[NH:13]1CCCC1.C(O[CH:21]=[CH:22][C:23](=O)[C:24]([F:27])([F:26])[F:25])C.C([O-])(=O)C.[NH4+]. (5) Given the product [C:1]([C:4]1[CH:8]=[C:7]([CH3:9])[N:6]([CH2:10][CH2:11][O:12][C:13]([N:18]([CH3:19])[CH3:17])=[O:14])[N:5]=1)(=[O:3])[CH3:2], predict the reactants needed to synthesize it. The reactants are: [C:1]([C:4]1[CH:8]=[C:7]([CH3:9])[N:6]([CH2:10][CH2:11][O:12][C:13](Cl)=[O:14])[N:5]=1)(=[O:3])[CH3:2].Cl.[CH3:17][NH:18][CH3:19].N1C=CC=CC=1.